This data is from Catalyst prediction with 721,799 reactions and 888 catalyst types from USPTO. The task is: Predict which catalyst facilitates the given reaction. (1) Reactant: C[O:2][C:3]([C:5]1[CH:6]=[CH:7][C:8]2[CH:12]=[C:11]([CH3:13])[S:10][C:9]=2[CH:14]=1)=[O:4].[OH-].[Na+].Cl. Product: [CH3:13][C:11]1[S:10][C:9]2[CH:14]=[C:5]([C:3]([OH:4])=[O:2])[CH:6]=[CH:7][C:8]=2[CH:12]=1. The catalyst class is: 6. (2) Reactant: C(Cl)Cl.[CH2:4]([C:6]1[C:7]([CH2:27][CH2:28][OH:29])=[CH:8][C:9]([O:25][CH3:26])=[C:10]([C:12]2[N:17]=[C:16]([NH:18][C:19](=[O:24])[C:20]([CH3:23])([CH3:22])[CH3:21])[CH:15]=[CH:14][CH:13]=2)[CH:11]=1)[CH3:5].CC(OI1(OC(C)=O)(OC(C)=O)OC(=O)C2C=CC=CC1=2)=O. Product: [CH2:4]([C:6]1[C:7]([CH2:27][CH:28]=[O:29])=[CH:8][C:9]([O:25][CH3:26])=[C:10]([C:12]2[N:17]=[C:16]([NH:18][C:19](=[O:24])[C:20]([CH3:23])([CH3:21])[CH3:22])[CH:15]=[CH:14][CH:13]=2)[CH:11]=1)[CH3:5]. The catalyst class is: 28.